This data is from Cav3 T-type calcium channel HTS with 100,875 compounds. The task is: Binary Classification. Given a drug SMILES string, predict its activity (active/inactive) in a high-throughput screening assay against a specified biological target. (1) The result is 0 (inactive). The drug is S(CCOC(=O)C=1C(NC(=O)NC1C)c1c(OC)c(OC)ccc1)C. (2) The drug is O1C(OCCCCO)CC(C2CC2)C=C1C(=O)NC1CC1. The result is 0 (inactive). (3) The molecule is S(=O)(=O)(N(Cc1cc2c([nH]c1=O)cc(OC)c(OC)c2)Cc1occc1)c1cc(ccc1)C(OC)=O. The result is 0 (inactive). (4) The molecule is O=C(N1CCN(CC1)C(=O)N(C)C)N(C)C. The result is 0 (inactive). (5) The compound is OCc1n(Cc2c(ccc(c2)C)C)c2c(n1)cccc2. The result is 1 (active). (6) The drug is s1c(CN2C(CCC2=O)(C(=O)NC2CCCC2)C)ccc1. The result is 0 (inactive). (7) The compound is O=C(N1CCN(CC1)c1c(N)cccc1)c1ccccc1. The result is 0 (inactive).